From a dataset of Catalyst prediction with 721,799 reactions and 888 catalyst types from USPTO. Predict which catalyst facilitates the given reaction. (1) Reactant: [C:1]([C:5]1[O:9][N:8]=[C:7]([NH:10][C:11]([NH:13][C:14]2[CH:19]=[CH:18][CH:17]=[C:16]([O:20][C:21]3[C:30]4[C:25](=[CH:26][C:27]5[O:34][CH2:33][CH2:32][O:31][C:28]=5[CH:29]=4)[N:24]=[CH:23][N:22]=3)[CH:15]=2)=[O:12])[CH:6]=1)([CH3:4])([CH3:3])[CH3:2].[ClH:35].CCOCC. Product: [ClH:35].[C:1]([C:5]1[O:9][N:8]=[C:7]([NH:10][C:11]([NH:13][C:14]2[CH:19]=[CH:18][CH:17]=[C:16]([O:20][C:21]3[C:30]4[C:25](=[CH:26][C:27]5[O:34][CH2:33][CH2:32][O:31][C:28]=5[CH:29]=4)[N:24]=[CH:23][N:22]=3)[CH:15]=2)=[O:12])[CH:6]=1)([CH3:4])([CH3:2])[CH3:3]. The catalyst class is: 61. (2) Reactant: [Cl:1][C:2]1[N:7]=[C:6](Cl)[C:5]([Cl:9])=[CH:4][N:3]=1.[CH3:10][NH2:11]. Product: [Cl:1][C:2]1[N:7]=[C:6]([NH:11][CH3:10])[C:5]([Cl:9])=[CH:4][N:3]=1. The catalyst class is: 5. (3) Reactant: [Br:1][C:2]1[CH:7]=[CH:6][C:5]2[C:8]3[C:13]([C:14]4([CH2:23][CH2:22][C:17]5(OCC[O:18]5)[CH2:16][CH2:15]4)[C:4]=2[CH:3]=1)=[CH:12][C:11]([Br:24])=[CH:10][CH:9]=3.Cl. Product: [Br:1][C:2]1[CH:7]=[CH:6][C:5]2[C:8]3[C:13](=[CH:12][C:11]([Br:24])=[CH:10][CH:9]=3)[C:14]3([CH2:15][CH2:16][C:17](=[O:18])[CH2:22][CH2:23]3)[C:4]=2[CH:3]=1. The catalyst class is: 20. (4) Product: [CH3:1][O:2][C:3]1[CH:4]=[C:5]2[C:9](=[CH:10][CH:11]=1)[NH:8][C:7]([CH2:12][CH2:13][CH3:14])=[C:6]2/[CH:15]=[CH:18]/[C:17]([C:20]1[CH:25]=[CH:24][N:23]=[CH:22][CH:21]=1)=[O:19]. Reactant: [CH3:1][O:2][C:3]1[CH:4]=[C:5]2[C:9](=[CH:10][CH:11]=1)[NH:8][C:7]([CH2:12][CH2:13][CH3:14])=[C:6]2[CH:15]=O.[C:17]([C:20]1[CH:25]=[CH:24][N:23]=[CH:22][CH:21]=1)(=[O:19])[CH3:18].N1CCCCC1. The catalyst class is: 5. (5) Reactant: Cl[C:2]1[C:7]([C:8]([O:10][CH2:11][CH3:12])=[O:9])=[C:6]([CH3:13])[N:5]=[CH:4][N:3]=1.[Cl:14][C:15]1[CH:21]=[C:20]([O:22][CH3:23])[C:19]([O:24][CH2:25][C:26]2[C:31]([O:32][CH3:33])=[CH:30][CH:29]=[C:28]([F:34])[C:27]=2[F:35])=[CH:18][C:16]=1[NH2:17].C(N(CC)C(C)C)(C)C.O. Product: [Cl:14][C:15]1[CH:21]=[C:20]([O:22][CH3:23])[C:19]([O:24][CH2:25][C:26]2[C:31]([O:32][CH3:33])=[CH:30][CH:29]=[C:28]([F:34])[C:27]=2[F:35])=[CH:18][C:16]=1[NH:17][C:2]1[C:7]([C:8]([O:10][CH2:11][CH3:12])=[O:9])=[C:6]([CH3:13])[N:5]=[CH:4][N:3]=1. The catalyst class is: 10. (6) Reactant: Cl.[CH3:2][C:3]1[N+:4]([O-])=[C:5]([C:9]2[CH:14]=[CH:13][C:12]([C:15]([F:18])([F:17])[F:16])=[CH:11][CH:10]=2)[O:6][C:7]=1[CH3:8].O=P(Cl)(Cl)[Cl:22].O. Product: [Cl:22][CH2:2][C:3]1[N:4]=[C:5]([C:9]2[CH:14]=[CH:13][C:12]([C:15]([F:18])([F:17])[F:16])=[CH:11][CH:10]=2)[O:6][C:7]=1[CH3:8]. The catalyst class is: 10. (7) Reactant: [CH2:1]([O:3][C:4]([CH:6]1[N:11]([S:12]([C:15]2[CH:20]=[CH:19][C:18]([F:21])=[CH:17][CH:16]=2)(=[O:14])=[O:13])[CH2:10][CH2:9][N:8](C(OC(C)(C)C)=O)[CH2:7]1)=[O:5])[CH3:2].FC(F)(F)C(O)=O. Product: [CH2:1]([O:3][C:4]([CH:6]1[CH2:7][NH:8][CH2:9][CH2:10][N:11]1[S:12]([C:15]1[CH:16]=[CH:17][C:18]([F:21])=[CH:19][CH:20]=1)(=[O:13])=[O:14])=[O:5])[CH3:2]. The catalyst class is: 4. (8) Product: [F:1][C:2]1[CH:7]=[CH:6][C:5]([C:8]2[C:13]([C:14]3[CH:19]=[CH:18][C:17]([N+:20]([O-:22])=[O:21])=[C:16]([NH:33][CH2:32][CH2:31][N:28]4[CH2:29][CH2:30][O:25][CH2:26][CH2:27]4)[CH:15]=3)=[CH:12][CH:11]=[CH:10][N:9]=2)=[CH:4][C:3]=1[CH3:24]. Reactant: [F:1][C:2]1[CH:7]=[CH:6][C:5]([C:8]2[C:13]([C:14]3[CH:19]=[CH:18][C:17]([N+:20]([O-:22])=[O:21])=[C:16](F)[CH:15]=3)=[CH:12][CH:11]=[CH:10][N:9]=2)=[CH:4][C:3]=1[CH3:24].[O:25]1[CH2:30][CH2:29][N:28]([CH2:31][CH2:32][NH2:33])[CH2:27][CH2:26]1.C([O-])([O-])=O.[K+].[K+]. The catalyst class is: 1. (9) Reactant: [Cl:1][C:2]1[C:3](=[O:29])[N:4]([CH2:19][C:20]2[CH:28]=[CH:27][C:23]([C:24](O)=[O:25])=[CH:22][CH:21]=2)[C:5]([CH3:18])=[CH:6][C:7]=1[O:8][CH2:9][C:10]1[CH:15]=[CH:14][C:13]([F:16])=[CH:12][C:11]=1[F:17].ClC1N=C(OC)N=C(OC)[N:32]=1.CN1CCOCC1.[NH4+].[OH-]. Product: [Cl:1][C:2]1[C:3](=[O:29])[N:4]([CH2:19][C:20]2[CH:28]=[CH:27][C:23]([C:24]([NH2:32])=[O:25])=[CH:22][CH:21]=2)[C:5]([CH3:18])=[CH:6][C:7]=1[O:8][CH2:9][C:10]1[CH:15]=[CH:14][C:13]([F:16])=[CH:12][C:11]=1[F:17]. The catalyst class is: 7.